This data is from Forward reaction prediction with 1.9M reactions from USPTO patents (1976-2016). The task is: Predict the product of the given reaction. (1) Given the reactants Cl[C:2]1[CH:3]=[C:4]([CH:9]=[CH:10][N:11]=1)[C:5]([O:7][CH3:8])=[O:6].[Cl:12][C:13]1[CH:18]=[C:17]([F:19])[CH:16]=[CH:15][C:14]=1B(O)O.C(=O)([O-])[O-].[K+].[K+].Cl, predict the reaction product. The product is: [Cl:12][C:13]1[CH:18]=[C:17]([F:19])[CH:16]=[CH:15][C:14]=1[C:2]1[CH:3]=[C:4]([CH:9]=[CH:10][N:11]=1)[C:5]([O:7][CH3:8])=[O:6]. (2) Given the reactants [I:1][C:2]1[CH:8]=[CH:7][C:5]([NH2:6])=[CH:4][CH:3]=1.[C:9](OC(=O)C)(=[O:11])C.C(O)=O, predict the reaction product. The product is: [CH:4]1[C:5]([NH:6][CH:9]=[O:11])=[CH:7][CH:8]=[C:2]([I:1])[CH:3]=1. (3) The product is: [O:29]=[C:19]1[C:18]2[C:13](=[CH:14][CH:15]=[C:16]([C:35]3[CH:36]=[CH:37][C:32]([CH3:31])=[CH:33][CH:34]=3)[CH:17]=2)[N:12]=[C:11]([N:9]2[CH:10]=[C:6]([C:4]([OH:3])=[O:5])[CH:7]=[N:8]2)[NH:20]1. Given the reactants C([O:3][C:4]([C:6]1[CH:7]=[N:8][N:9]([C:11]2[N:20](COCC[Si](C)(C)C)[C:19](=[O:29])[C:18]3[C:13](=[CH:14][CH:15]=[C:16](I)[CH:17]=3)[N:12]=2)[CH:10]=1)=[O:5])C.[CH3:31][C:32]1[CH:37]=[CH:36][C:35](B(O)O)=[CH:34][CH:33]=1, predict the reaction product. (4) Given the reactants [C:1]([O:5][C:6]([N:8]1[CH2:11][C:10]([N:13]2[C:29]3[C:16](=[CH:17][C:18]4[O:19][CH2:20][C:21]5[N:26]([C:27]=4[CH:28]=3)[C@H:25]([CH3:30])[C:24](=[O:31])[NH:23][N:22]=5)[C:15](I)=[CH:14]2)([CH3:12])[CH2:9]1)=[O:7])([CH3:4])([CH3:3])[CH3:2].[CH3:33][C:34]1(C)C(C)(C)OB(C=C)O1.C([O-])([O-])=O.[K+].[K+].C(Cl)Cl, predict the reaction product. The product is: [C:1]([O:5][C:6]([N:8]1[CH2:11][C:10]([CH3:12])([N:13]2[C:29]3[C:16](=[CH:17][C:18]4[O:19][CH2:20][C:21]5[N:26]([C:27]=4[CH:28]=3)[C@H:25]([CH3:30])[C:24](=[O:31])[NH:23][N:22]=5)[C:15]([CH:33]=[CH2:34])=[CH:14]2)[CH2:9]1)=[O:7])([CH3:4])([CH3:3])[CH3:2]. (5) Given the reactants [OH-].[Li+].[CH3:3][O:4][C:5]1[CH:10]=[CH:9][C:8]([C:11]2[N:16]=[C:15]([N:17]3[CH2:25][CH2:24][CH2:23][C@@H:18]3[C:19]([O:21]C)=[O:20])[CH:14]=[CH:13][CH:12]=2)=[CH:7][C:6]=1[CH:26]1[C:39]2[C:38](=[O:40])[CH2:37][C:36]([CH3:42])([CH3:41])[CH2:35][C:34]=2[O:33][C:32]2[CH2:31][C:30]([CH3:44])([CH3:43])[CH2:29][C:28](=[O:45])[C:27]1=2.C1COCC1.O.O, predict the reaction product. The product is: [CH3:3][O:4][C:5]1[CH:10]=[CH:9][C:8]([C:11]2[N:16]=[C:15]([N:17]3[CH2:25][CH2:24][CH2:23][C@@H:18]3[C:19]([OH:21])=[O:20])[CH:14]=[CH:13][CH:12]=2)=[CH:7][C:6]=1[CH:26]1[C:27]2[C:28](=[O:45])[CH2:29][C:30]([CH3:43])([CH3:44])[CH2:31][C:32]=2[O:33][C:34]2[CH2:35][C:36]([CH3:42])([CH3:41])[CH2:37][C:38](=[O:40])[C:39]1=2. (6) The product is: [Br:1][C:2]1[C:10]2[C:9]([N:11]3[CH2:12][CH2:13][CH:14]([N:17]([CH3:26])[C:18]([C:20]4[CH:25]=[CH:24][N:23]=[CH:22][CH:21]=4)=[O:19])[CH2:15][CH2:16]3)=[N:8][CH:7]=[N:6][C:5]=2[NH:4][CH:3]=1. Given the reactants [Br:1][C:2]1[C:10]2[C:9]([N:11]3[CH2:16][CH2:15][CH:14]([N:17]([CH3:26])[C:18]([C:20]4[CH:25]=[CH:24][N:23]=[CH:22][CH:21]=4)=[O:19])[CH2:13][CH2:12]3)=[N:8][CH:7]=[N:6][C:5]=2[N:4](S(C2C=CC=CC=2)(=O)=O)[CH:3]=1.O1CCCC1.C(=O)([O-])[O-].[Cs+].[Cs+], predict the reaction product. (7) Given the reactants [Cl:1][C:2]1[C:7]([CH2:8][C:9]#N)=[CH:6][CH:5]=[CH:4][N:3]=1.S(=O)(=O)(O)[OH:12].[OH2:16], predict the reaction product. The product is: [Cl:1][C:2]1[C:7]([CH2:8][C:9]([OH:12])=[O:16])=[CH:6][CH:5]=[CH:4][N:3]=1. (8) Given the reactants Br[C:2]1[CH:3]=[N:4][N:5]([C:18]2[CH:23]=[CH:22][C:21]([F:24])=[CH:20][CH:19]=2)[C:6]=1[C:7]1[CH:17]=[CH:16][C:10]2[O:11][CH2:12][C:13](=[O:15])[NH:14][C:9]=2[CH:8]=1.C([Li])CCC.[F:30]N(S(C1C=CC=CC=1)(=O)=O)S(C1C=CC=CC=1)(=O)=O.O, predict the reaction product. The product is: [F:30][C:2]1[CH:3]=[N:4][N:5]([C:18]2[CH:23]=[CH:22][C:21]([F:24])=[CH:20][CH:19]=2)[C:6]=1[C:7]1[CH:17]=[CH:16][C:10]2[O:11][CH2:12][C:13](=[O:15])[NH:14][C:9]=2[CH:8]=1.